Dataset: Full USPTO retrosynthesis dataset with 1.9M reactions from patents (1976-2016). Task: Predict the reactants needed to synthesize the given product. Given the product [OH:8][CH2:9][CH:10]1[C:15]([C:16]2[C:17]3[N:18]([N:24]=[C:25]([C:27]([F:30])([F:29])[F:28])[CH:26]=3)[C:19]([O:22][CH3:23])=[CH:20][CH:21]=2)=[N:14][NH:13][C:12](=[O:31])[CH2:11]1, predict the reactants needed to synthesize it. The reactants are: C([O:8][CH2:9][CH:10]1[C:15]([C:16]2[C:17]3[N:18]([N:24]=[C:25]([C:27]([F:30])([F:29])[F:28])[CH:26]=3)[C:19]([O:22][CH3:23])=[CH:20][CH:21]=2)=[N:14][NH:13][C:12](=[O:31])[CH2:11]1)C1C=CC=CC=1.[H][H].